The task is: Predict which catalyst facilitates the given reaction.. This data is from Catalyst prediction with 721,799 reactions and 888 catalyst types from USPTO. (1) Reactant: [F:1][C:2]1[CH:7]=[CH:6][C:5]([N:8]2[C:17]3[C:12](=[CH:13][C:14]([C:18]#[C:19][C:20]4[CH:21]=[N:22][C:23]([CH3:26])=[N:24][CH:25]=4)=[CH:15][CH:16]=3)[C:11](=[O:27])[C:10]([C:28]([O:30][CH2:31][CH3:32])=[O:29])=[CH:9]2)=[CH:4][CH:3]=1. Product: [F:1][C:2]1[CH:7]=[CH:6][C:5]([N:8]2[C:17]3[C:12](=[CH:13][C:14]([CH2:18][CH2:19][C:20]4[CH:25]=[N:24][C:23]([CH3:26])=[N:22][CH:21]=4)=[CH:15][CH:16]=3)[C:11](=[O:27])[C:10]([C:28]([O:30][CH2:31][CH3:32])=[O:29])=[CH:9]2)=[CH:4][CH:3]=1. The catalyst class is: 19. (2) Reactant: [C:1]1([C:7]2[CH:8]=[C:9]([CH:12]=[O:13])[O:10][CH:11]=2)[CH:6]=[CH:5][CH:4]=[CH:3][CH:2]=1. Product: [C:1]1([C:7]2[CH:8]=[C:9]([CH:12]([OH:13])[CH2:12][CH2:9][CH2:8][CH2:7][CH2:1][CH:2]=[CH2:3])[O:10][CH:11]=2)[CH:2]=[CH:3][CH:4]=[CH:5][CH:6]=1. The catalyst class is: 1.